This data is from Reaction yield outcomes from USPTO patents with 853,638 reactions. The task is: Predict the reaction yield, written as a fraction of the theoretical maximum amount of product (1.0 means a 100% yield; for example, 0.34 means a 34% yield). The reactants are I[C:2]1[CH:3]=[C:4]([O:12][CH3:13])[C:5]([I:11])=[CH:6][C:7]=1[N+:8]([O-:10])=[O:9].C1([Mg]Cl)C=CC=CC=1.[CH3:22][C:23]([CH3:27])([CH3:26])[CH:24]=[O:25]. The catalyst is C1COCC1. The product is [I:11][C:5]1[C:4]([O:12][CH3:13])=[CH:3][C:2]([CH:24]([OH:25])[C:23]([CH3:27])([CH3:26])[CH3:22])=[C:7]([N+:8]([O-:10])=[O:9])[CH:6]=1. The yield is 0.720.